Task: Predict the reactants needed to synthesize the given product.. Dataset: Full USPTO retrosynthesis dataset with 1.9M reactions from patents (1976-2016) (1) The reactants are: [Br:1][C:2]1[CH:3]=[CH:4][C:5](=[O:8])[NH:6][CH:7]=1.Br[CH2:10][C:11]([O:13][CH3:14])=[O:12].C([O-])([O-])=O.[K+].[K+]. Given the product [Br:1][C:2]1[CH:3]=[CH:4][C:5](=[O:8])[N:6]([CH2:10][C:11]([O:13][CH3:14])=[O:12])[CH:7]=1, predict the reactants needed to synthesize it. (2) Given the product [Br:1][C:2]1[CH:11]=[C:10]2[C:5]([CH:6]=[C:7]([CH3:32])[C:8]([C@H:13]([O:27][C:28]([CH3:30])([CH3:29])[CH3:31])[CH2:14][OH:15])=[C:9]2[OH:12])=[CH:4][CH:3]=1, predict the reactants needed to synthesize it. The reactants are: [Br:1][C:2]1[CH:11]=[C:10]2[C:5]([CH:6]=[C:7]([CH3:32])[C:8]([C@H:13]([O:27][C:28]([CH3:31])([CH3:30])[CH3:29])[C:14](O[C@@H]3C[C@H](C)CC[C@H]3C(C)C)=[O:15])=[C:9]2[OH:12])=[CH:4][CH:3]=1.C([BH-](CC)CC)C.[Li+].[NH4+].[Cl-]. (3) Given the product [Si:16]([O:15][C@H:14]1[CH2:13][C@H:12]([NH:23][C:24]2[N:29]=[C:28]([NH:30][C@@H:31]3[C:39]4[C:34](=[CH:35][CH:36]=[CH:37][CH:38]=4)[CH2:33][C@@H:32]3[O:40][CH3:41])[N:27]=[CH:26][N:25]=2)[CH2:11][C@H:10]1[CH2:9][OH:8])([C:19]([CH3:22])([CH3:21])[CH3:20])([CH3:18])[CH3:17], predict the reactants needed to synthesize it. The reactants are: C([O:8][CH2:9][C@H:10]1[C@@H:14]([O:15][Si:16]([C:19]([CH3:22])([CH3:21])[CH3:20])([CH3:18])[CH3:17])[CH2:13][C@H:12]([NH:23][C:24]2[N:29]=[C:28]([NH:30][C@@H:31]3[C:39]4[C:34](=[CH:35][CH:36]=[CH:37][CH:38]=4)[CH2:33][C@@H:32]3[O:40][CH3:41])[N:27]=[C:26](Cl)[N:25]=2)[CH2:11]1)C1C=CC=CC=1.C([O-])(O)=O.[Na+]. (4) Given the product [Br:17][C:3]1[C:2]([I:1])=[CH:7][N:6]=[C:5]([C:8]2[CH:13]=[CH:12][CH:11]=[CH:10][CH:9]=2)[N:4]=1, predict the reactants needed to synthesize it. The reactants are: [I:1][C:2]1[C:3](O)=[N:4][C:5]([C:8]2[CH:13]=[CH:12][CH:11]=[CH:10][CH:9]=2)=[N:6][CH:7]=1.P(Br)(Br)([Br:17])=O.